Dataset: Full USPTO retrosynthesis dataset with 1.9M reactions from patents (1976-2016). Task: Predict the reactants needed to synthesize the given product. (1) Given the product [CH2:1]([O:8][C:9]1[CH:18]=[C:17]2[C:12]([CH:13]=[C:14]([C:21]3[CH:26]=[CH:25][C:24]([O:27][CH3:28])=[CH:23][C:22]=3[N+:29]([O-:31])=[O:30])[CH2:15][CH2:16]2)=[CH:11][CH:10]=1)[C:2]1[CH:7]=[CH:6][CH:5]=[CH:4][CH:3]=1, predict the reactants needed to synthesize it. The reactants are: [CH2:1]([O:8][C:9]1[CH:18]=[C:17]2[C:12]([CH:13]=[C:14](Br)[CH2:15][CH2:16]2)=[CH:11][CH:10]=1)[C:2]1[CH:7]=[CH:6][CH:5]=[CH:4][CH:3]=1.Br[C:21]1[CH:26]=[CH:25][C:24]([O:27][CH3:28])=[CH:23][C:22]=1[N+:29]([O-:31])=[O:30].C(OCC)(=O)C.O. (2) The reactants are: Br[CH2:2][C:3]1[C:8]([CH3:9])=[CH:7][CH:6]=[CH:5][C:4]=1[N:10]1[C:14](=[O:15])[N:13]([CH3:16])[N:12]=[N:11]1.[OH:17][C:18]1[CH:19]=[C:20]([CH:25]=[CH:26][CH:27]=1)[C:21]([O:23][CH3:24])=[O:22].C(=O)([O-])[O-].[K+].[K+].C(#N)C. Given the product [CH3:24][O:23][C:21]([C:20]1[CH:19]=[C:18]([CH:27]=[CH:26][CH:25]=1)[O:17][CH2:2][C:3]1[C:8]([CH3:9])=[CH:7][CH:6]=[CH:5][C:4]=1[N:10]1[C:14](=[O:15])[N:13]([CH3:16])[N:12]=[N:11]1)=[O:22], predict the reactants needed to synthesize it. (3) The reactants are: [C:1]([C:5]1[CH:10]=[CH:9][C:8]([N+:11]([O-:13])=[O:12])=[CH:7][C:6]=1[OH:14])([CH3:4])([CH3:3])[CH3:2].[C:15]([O-])([O-])=O.[K+].[K+].CI. Given the product [C:1]([C:5]1[CH:10]=[CH:9][C:8]([N+:11]([O-:13])=[O:12])=[CH:7][C:6]=1[O:14][CH3:15])([CH3:4])([CH3:2])[CH3:3], predict the reactants needed to synthesize it. (4) Given the product [CH2:1]([O:8][C:9]([N:11]1[CH2:15][CH2:14][CH2:13][C@H:12]1[C:16](=[O:17])[NH:18][C:19]1[S:20][CH:21]=[C:22]([C:24]2[CH:32]=[CH:31][C:27]([C:28](=[O:29])[NH:47][CH:46]3[CH2:44][CH2:45]3)=[CH:26][N:25]=2)[N:23]=1)=[O:10])[C:2]1[CH:3]=[CH:4][CH:5]=[CH:6][CH:7]=1, predict the reactants needed to synthesize it. The reactants are: [CH2:1]([O:8][C:9]([N:11]1[CH2:15][CH2:14][CH2:13][C@H:12]1[C:16]([NH:18][C:19]1[S:20][CH:21]=[C:22]([C:24]2[CH:32]=[CH:31][C:27]([C:28](O)=[O:29])=[CH:26][N:25]=2)[N:23]=1)=[O:17])=[O:10])[C:2]1[CH:7]=[CH:6][CH:5]=[CH:4][CH:3]=1.CN(C(ON1N=NC2[CH:44]=[CH:45][CH:46]=[N:47]C1=2)=[N+](C)C)C.F[P-](F)(F)(F)(F)F.CCN(C(C)C)C(C)C.C1(N)CC1. (5) The reactants are: [CH3:1][C:2]([CH3:9])([CH3:8])[C:3](=O)[CH2:4][C:5]#[N:6].[NH2:10][NH2:11].O. Given the product [C:2]([C:3]1[CH:4]=[C:5]([NH2:6])[NH:11][N:10]=1)([CH3:9])([CH3:8])[CH3:1], predict the reactants needed to synthesize it. (6) Given the product [Br:61][C:4]1[C:5]2[C:10](=[CH:9][CH:8]=[CH:7][CH:6]=2)[C:1]([OH:11])=[CH:2][CH:3]=1.[Br:61][C:54]1[C:55]2[C:60](=[CH:59][CH:58]=[CH:57][CH:56]=2)[C:17]([O:11][CH2:1][C:10]2[CH:5]=[CH:6][CH:7]=[CH:8][CH:9]=2)=[CH:16][CH:15]=1, predict the reactants needed to synthesize it. The reactants are: [C:1]1([OH:11])[C:10]2[C:5](=[CH:6][CH:7]=[CH:8][CH:9]=2)[CH:4]=[CH:3][CH:2]=1.[Br-].[Br-].[Br-].[CH2:15]([NH+](CCCC)CCCC)[CH2:16][CH2:17]C.C([NH+](CCCC)CCCC)CCC.C([NH+](CCCC)CCCC)CCC.[CH2:54]([Br:61])[C:55]1[CH:60]=[CH:59][CH:58]=[CH:57][CH:56]=1.C(=O)([O-])[O-].[K+].[K+]. (7) Given the product [CH3:1][N:2]1[C:6]2=[C:7]3[CH:13]=[C:12]([C:14]4[CH:15]=[C:16]([CH:20]=[CH:21][CH:22]=4)[C:17]([NH:74][CH2:73][CH2:72][N:69]4[CH2:70][CH2:71][O:66][CH2:67][CH2:68]4)=[O:19])[N:11]([S:23]([C:26]4[CH:32]=[CH:31][C:29]([CH3:30])=[CH:28][CH:27]=4)(=[O:24])=[O:25])[C:8]3=[N:9][CH:10]=[C:5]2[CH:4]=[N:3]1, predict the reactants needed to synthesize it. The reactants are: [CH3:1][N:2]1[C:6]2=[C:7]3[CH:13]=[C:12]([C:14]4[CH:15]=[C:16]([CH:20]=[CH:21][CH:22]=4)[C:17]([OH:19])=O)[N:11]([S:23]([C:26]4[CH:32]=[CH:31][C:29]([CH3:30])=[CH:28][CH:27]=4)(=[O:25])=[O:24])[C:8]3=[N:9][CH:10]=[C:5]2[CH:4]=[N:3]1.CCN(C(C)C)C(C)C.CN(C(ON1N=NC2C=CC=NC1=2)=[N+](C)C)C.F[P-](F)(F)(F)(F)F.[O:66]1[CH2:71][CH2:70][N:69]([CH2:72][CH2:73][NH2:74])[CH2:68][CH2:67]1.